The task is: Predict the reactants needed to synthesize the given product.. This data is from Full USPTO retrosynthesis dataset with 1.9M reactions from patents (1976-2016). (1) Given the product [CH3:1][C:2]1[C:7]([CH:8]([CH2:13][CH2:14][CH3:15])[C:9]([OH:11])=[O:10])=[C:6]([C:16]2[CH:25]=[CH:24][C:19]3[NH:20][C:21](=[O:23])[NH:22][C:18]=3[CH:17]=2)[N:5]=[C:4]([C:26]2[CH:31]=[CH:30][CH:29]=[CH:28][CH:27]=2)[N:3]=1, predict the reactants needed to synthesize it. The reactants are: [CH3:1][C:2]1[C:7]([CH:8]([CH2:13][CH2:14][CH3:15])[C:9]([O:11]C)=[O:10])=[C:6]([C:16]2[CH:25]=[CH:24][C:19]3[NH:20][C:21](=[O:23])[NH:22][C:18]=3[CH:17]=2)[N:5]=[C:4]([C:26]2[CH:31]=[CH:30][CH:29]=[CH:28][CH:27]=2)[N:3]=1.[OH-].[Na+]. (2) Given the product [C:61]([O:65][C:66](=[O:69])[CH2:67][O:53][C:48]1[CH:49]=[CH:50][CH:51]=[CH:52][C:47]=1[C@@H:8]([NH:7][C:6]([O:5][C:1]([CH3:2])([CH3:3])[CH3:4])=[O:54])[CH2:9][N:10]1[C:15](=[O:16])[C:14]([N:17]2[CH2:18][CH2:19][N:20]([CH2:23][C:24]3[O:25][C:26]([C:29]([F:30])([F:31])[F:32])=[CH:27][CH:28]=3)[CH2:21][CH2:22]2)=[C:13]([CH3:33])[N:12]([CH2:34][C:35]2[C:40]([C:41]([F:43])([F:44])[F:42])=[CH:39][CH:38]=[CH:37][C:36]=2[F:45])[C:11]1=[O:46])([CH3:64])([CH3:63])[CH3:62], predict the reactants needed to synthesize it. The reactants are: [C:1]([O:5][C:6](=[O:54])[NH:7][C@H:8]([C:47]1[CH:52]=[CH:51][CH:50]=[CH:49][C:48]=1[OH:53])[CH2:9][N:10]1[C:15](=[O:16])[C:14]([N:17]2[CH2:22][CH2:21][N:20]([CH2:23][C:24]3[O:25][C:26]([C:29]([F:32])([F:31])[F:30])=[CH:27][CH:28]=3)[CH2:19][CH2:18]2)=[C:13]([CH3:33])[N:12]([CH2:34][C:35]2[C:40]([C:41]([F:44])([F:43])[F:42])=[CH:39][CH:38]=[CH:37][C:36]=2[F:45])[C:11]1=[O:46])([CH3:4])([CH3:3])[CH3:2].C(=O)([O-])[O-].[K+].[K+].[C:61]([O:65][C:66](=[O:69])[CH2:67]Br)([CH3:64])([CH3:63])[CH3:62]. (3) Given the product [CH2:29]([C:24]1([C:20]2[CH:19]=[C:18]3[C:23](=[CH:22][CH:21]=2)[NH:15][C:16]([C:36]#[N:37])=[CH:17]3)[CH2:28][CH2:27][NH:26][CH2:25]1)[C:30]1[CH:35]=[CH:34][CH:33]=[CH:32][CH:31]=1, predict the reactants needed to synthesize it. The reactants are: FC(F)(F)C(O)=O.C(OC([N:15]1[C:23]2[C:18](=[CH:19][C:20]([C:24]3([CH2:29][C:30]4[CH:35]=[CH:34][CH:33]=[CH:32][CH:31]=4)[CH2:28][CH2:27][NH:26][CH2:25]3)=[CH:21][CH:22]=2)[CH:17]=[C:16]1[C:36]#[N:37])=O)(C)(C)C.COC1C=CC=C(OC)C=1. (4) Given the product [N:39]([C@H:7]1[O:8][C@H:9]([CH2:15][O:16][C:17](=[O:19])[CH3:18])[C@@H:10]([O:11][C:12](=[O:14])[CH3:13])[C@H:5]([O:4][C:1](=[O:3])[CH3:2])[C@H:6]1[NH:21][C:22](=[C:24]1[C:29](=[O:30])[CH2:28][C:27]([CH3:32])([CH3:31])[CH2:26][C:25]1=[O:33])[CH3:23])=[N+:40]=[N-:41], predict the reactants needed to synthesize it. The reactants are: [C:1]([O:4][C@H:5]1[C@H:10]([O:11][C:12](=[O:14])[CH3:13])[C@@H:9]([CH2:15][O:16][C:17](=[O:19])[CH3:18])[O:8][C@H:7](Br)[C@@H:6]1[NH:21][C:22](=[C:24]1[C:29](=[O:30])[CH2:28][C:27]([CH3:32])([CH3:31])[CH2:26][C:25]1=[O:33])[CH3:23])(=[O:3])[CH3:2].C(=O)([O-])O.[Na+].[N-:39]=[N+:40]=[N-:41].[Na+]. (5) Given the product [F:30][C:31]1[CH:32]=[C:33]([C:7]2[C:6]([C:9]([F:11])([F:10])[F:12])=[CH:5][C:4]([F:13])=[C:3]([CH2:2][O:14][C:15]3[N:20]=[CH:19][C:18]4[C@@H:21]5[C@@H:24]([C:25]([O:27][CH2:28][CH3:29])=[O:26])[C@@H:22]5[CH2:23][C:17]=4[CH:16]=3)[CH:8]=2)[CH:34]=[CH:35][C:36]=1[OH:37], predict the reactants needed to synthesize it. The reactants are: Br[CH:2]([O:14][C:15]1[N:20]=[CH:19][C:18]2[C@@H:21]3[C@@H:24]([C:25]([O:27][CH2:28][CH3:29])=[O:26])[C@@H:22]3[CH2:23][C:17]=2[CH:16]=1)[C:3]1[CH:8]=[CH:7][C:6]([C:9]([F:12])([F:11])[F:10])=[CH:5][C:4]=1[F:13].[F:30][C:31]1[CH:32]=[C:33](B(O)O)[CH:34]=[CH:35][C:36]=1[OH:37].[O-]P([O-])([O-])=O.[K+].[K+].[K+]. (6) Given the product [N:7]1([CH2:6][C:4]2[N:3]=[CH:2][N:1]([CH2:26][CH2:25][CH2:24][N:23]([CH3:28])[CH3:22])[CH:5]=2)[C@H:20]2[C@H:11]([CH2:12][CH2:13][C:14]3[C:19]2=[N:18][CH:17]=[CH:16][CH:15]=3)[CH2:10][CH2:9][CH2:8]1.[N:7]1([CH2:6][C:4]2[N:3]([CH2:26][CH2:25][CH2:24][N:23]([CH3:28])[CH3:22])[CH:2]=[N:1][CH:5]=2)[C@H:20]2[C@H:11]([CH2:12][CH2:13][C:14]3[C:19]2=[N:18][CH:17]=[CH:16][CH:15]=3)[CH2:10][CH2:9][CH2:8]1, predict the reactants needed to synthesize it. The reactants are: [NH:1]1[CH:5]=[C:4]([CH2:6][N:7]2[C@H:20]3[C@H:11]([CH2:12][CH2:13][C:14]4[C:19]3=[N:18][CH:17]=[CH:16][CH:15]=4)[CH2:10][CH2:9][CH2:8]2)[N:3]=[CH:2]1.Cl.[CH3:22][N:23]([CH3:28])[CH2:24][CH2:25][CH2:26]Cl.C(=O)([O-])[O-].[K+].[K+].[I-].[K+]. (7) Given the product [Br:9][C:10]1[CH:40]=[C:39]([O:4][CH2:3][C:2]([F:6])([F:5])[F:1])[C:13]([CH2:14][N:15]2[C:23]3[C:18](=[CH:19][CH:20]=[CH:21][CH:22]=3)[C:17]([C:24]3[N:29]=[C:28]([NH:30][C:31]4[CH:36]=[CH:35][N:34]=[CH:33][CH:32]=4)[C:27]([O:37][CH3:38])=[CH:26][N:25]=3)=[N:16]2)=[C:12]([F:42])[CH:11]=1, predict the reactants needed to synthesize it. The reactants are: [F:1][C:2]([F:6])([F:5])[CH2:3][OH:4].[H-].[Na+].[Br:9][C:10]1[CH:40]=[C:39](F)[C:13]([CH2:14][N:15]2[C:23]3[C:18](=[CH:19][CH:20]=[CH:21][CH:22]=3)[C:17]([C:24]3[N:29]=[C:28]([NH:30][C:31]4[CH:36]=[CH:35][N:34]=[CH:33][CH:32]=4)[C:27]([O:37][CH3:38])=[CH:26][N:25]=3)=[N:16]2)=[C:12]([F:42])[CH:11]=1.O. (8) The reactants are: CN(C)[CH:3]=[C:4]([N:11]1[CH:15]=[N:14][CH:13]=[N:12]1)[C:5](=O)[C:6]([F:9])([F:8])[F:7].Cl.[CH2:18]([O:20][CH:21]([O:25][CH2:26][CH3:27])[C:22](=[NH:24])[NH2:23])[CH3:19].[O-]CC.[Na+]. Given the product [CH2:18]([O:20][CH:21]([O:25][CH2:26][CH3:27])[C:22]1[N:23]=[C:5]([C:6]([F:7])([F:9])[F:8])[C:4]([N:11]2[CH:15]=[N:14][CH:13]=[N:12]2)=[CH:3][N:24]=1)[CH3:19], predict the reactants needed to synthesize it. (9) Given the product [F:27][C:28]1[CH:29]=[C:30]([C:2]2[C:10]3[C:5](=[N:6][CH:7]=[C:8]([C:11]4[CH:16]=[CH:15][CH:14]=[CH:13][CH:12]=4)[CH:9]=3)[N:4]([S:17]([C:20]3[CH:25]=[CH:24][C:23]([CH3:26])=[CH:22][CH:21]=3)(=[O:19])=[O:18])[CH:3]=2)[CH:31]=[C:32]([F:36])[C:33]=1[O:34][CH3:35], predict the reactants needed to synthesize it. The reactants are: Br[C:2]1[C:10]2[C:5](=[N:6][CH:7]=[C:8]([C:11]3[CH:16]=[CH:15][CH:14]=[CH:13][CH:12]=3)[CH:9]=2)[N:4]([S:17]([C:20]2[CH:25]=[CH:24][C:23]([CH3:26])=[CH:22][CH:21]=2)(=[O:19])=[O:18])[CH:3]=1.[F:27][C:28]1[CH:29]=[C:30](B2OC(C)(C)C(C)(C)O2)[CH:31]=[C:32]([F:36])[C:33]=1[O:34][CH3:35].C([O-])([O-])=O.[K+].[K+].